The task is: Predict the reaction yield, written as a fraction of the theoretical maximum amount of product (1.0 means a 100% yield; for example, 0.34 means a 34% yield).. This data is from Reaction yield outcomes from USPTO patents with 853,638 reactions. (1) The reactants are ClCCl.[CH2:4]=[CH:5][CH2:6][CH:7]([OH:12])[CH2:8][CH2:9][CH2:10][CH3:11].[C:13](OC(=O)C)(=[O:15])[CH3:14]. The catalyst is CN(C)C1C=CN=CC=1.O. The product is [C:13]([O:12][CH:7]([CH2:8][CH2:9][CH2:10][CH3:11])[CH2:6][CH:5]=[CH2:4])(=[O:15])[CH3:14]. The yield is 0.890. (2) The product is [CH:1]([C:4]1[CH:9]=[C:8]([CH3:10])[CH:7]=[CH:6][C:5]=1[N:11]1[C:48]([CH3:49])=[CH:47][S:13]/[C:12]/1=[N:14]\[C:15]([NH:17][CH2:18][C:19]1[CH:20]=[CH:21][C:22]([C:25]2[N:29]=[CH:28][N:27]([C:30]3[CH:31]=[CH:32][C:33]([O:36][C:37]([F:40])([F:39])[F:38])=[CH:34][CH:35]=3)[N:26]=2)=[CH:23][CH:24]=1)=[O:16])([CH3:3])[CH3:2]. The reactants are [CH:1]([C:4]1[CH:9]=[C:8]([CH3:10])[CH:7]=[CH:6][C:5]=1[NH:11][C:12]([NH:14][C:15]([NH:17][CH2:18][C:19]1[CH:24]=[CH:23][C:22]([C:25]2[N:29]=[CH:28][N:27]([C:30]3[CH:35]=[CH:34][C:33]([O:36][C:37]([F:40])([F:39])[F:38])=[CH:32][CH:31]=3)[N:26]=2)=[CH:21][CH:20]=1)=[O:16])=[S:13])([CH3:3])[CH3:2].C([O-])(=O)C.[Na+].Cl[CH2:47][C:48](=O)[CH3:49].C(#N)C. The yield is 0.210. The catalyst is [Cl-].[Na+].O.ClCCl. (3) The reactants are Cl[CH2:2][CH2:3][CH2:4][NH:5][C:6]([C:8]1[C:9]([C:14]2[CH:19]=[CH:18][CH:17]=[CH:16][CH:15]=2)=[N:10][O:11][C:12]=1[CH3:13])=[O:7].[F:20][C:21]1[CH:22]=[CH:23][C:24]([O:33][CH2:34][C:35]([F:38])([F:37])[F:36])=[C:25]([N:27]2[CH2:32][CH2:31][NH:30][CH2:29][CH2:28]2)[CH:26]=1.C(=O)([O-])[O-].[K+].[K+]. No catalyst specified. The product is [F:20][C:21]1[CH:22]=[CH:23][C:24]([O:33][CH2:34][C:35]([F:38])([F:36])[F:37])=[C:25]([N:27]2[CH2:32][CH2:31][N:30]([CH2:2][CH2:3][CH2:4][NH:5][C:6]([C:8]3[C:9]([C:14]4[CH:19]=[CH:18][CH:17]=[CH:16][CH:15]=4)=[N:10][O:11][C:12]=3[CH3:13])=[O:7])[CH2:29][CH2:28]2)[CH:26]=1. The yield is 0.590. (4) The reactants are [OH:1][CH:2]1[CH2:7][CH2:6][N:5]([C:8]([O:10][C:11]([CH3:14])([CH3:13])[CH3:12])=[O:9])[CH2:4][CH2:3]1.[F:15][C:16]1[CH:17]=[C:18](O)[CH:19]=[CH:20][CH:21]=1.C1(P(C2C=CC=CC=2)C2C=CC=CC=2)C=CC=CC=1. The catalyst is C1COCC1. The product is [F:15][C:16]1[CH:21]=[C:20]([O:1][CH:2]2[CH2:3][CH2:4][N:5]([C:8]([O:10][C:11]([CH3:14])([CH3:13])[CH3:12])=[O:9])[CH2:6][CH2:7]2)[CH:19]=[CH:18][CH:17]=1. The yield is 0.870.